From a dataset of Reaction yield outcomes from USPTO patents with 853,638 reactions. Predict the reaction yield, written as a fraction of the theoretical maximum amount of product (1.0 means a 100% yield; for example, 0.34 means a 34% yield). The reactants are [CH2:1]([N:8]1[CH:13]=[CH:12][C:11]([OH:14])=[CH:10][C:9]1=[O:15])[C:2]1[CH:7]=[CH:6][CH:5]=[CH:4][CH:3]=1.C(N(CC)CC)C.[CH3:23][N:24]([C:28]1[CH:33]=[CH:32][CH:31]=[CH:30][CH:29]=1)[C:25](Cl)=[O:26].CO. The catalyst is C(#N)C.ClCCl. The product is [CH3:23][N:24]([C:28]1[CH:33]=[CH:32][CH:31]=[CH:30][CH:29]=1)[C:25](=[O:26])[O:14][C:11]1[CH:12]=[CH:13][N:8]([CH2:1][C:2]2[CH:3]=[CH:4][CH:5]=[CH:6][CH:7]=2)[C:9](=[O:15])[CH:10]=1. The yield is 0.610.